Task: Predict the reaction yield, written as a fraction of the theoretical maximum amount of product (1.0 means a 100% yield; for example, 0.34 means a 34% yield).. Dataset: Reaction yield outcomes from USPTO patents with 853,638 reactions The reactants are C([O:8][CH:9](O)[C@:10]([O:32][Si:33]([C:36]([CH3:39])([CH3:38])[CH3:37])([CH3:35])[CH3:34])([OH:31])[C@@:11]([O:23][Si:24]([C:27]([CH3:30])([CH3:29])[CH3:28])([CH3:26])[CH3:25])([OH:22])[CH:12]([O:14][Si:15]([C:18]([CH3:21])([CH3:20])[CH3:19])([CH3:17])[CH3:16])[OH:13])C1C=CC=CC=1. The catalyst is CCOC(C)=O.[Pd]. The product is [Si:15]([O:14][CH:12]([OH:13])[C@@:11]([O:23][Si:24]([C:27]([CH3:30])([CH3:29])[CH3:28])([CH3:25])[CH3:26])([C@:10]([O:32][Si:33]([C:36]([CH3:37])([CH3:38])[CH3:39])([CH3:35])[CH3:34])([CH2:9][OH:8])[OH:31])[OH:22])([C:18]([CH3:21])([CH3:19])[CH3:20])([CH3:17])[CH3:16]. The yield is 0.410.